Binary Classification. Given a drug SMILES string, predict its activity (active/inactive) in a high-throughput screening assay against a specified biological target. From a dataset of HIV replication inhibition screening data with 41,000+ compounds from the AIDS Antiviral Screen. (1) The result is 0 (inactive). The compound is CC(=O)Nc1ccc(C(C#N)=Cc2ccc(N(C)CCC#N)cc2)cc1. (2) The drug is COc1ccc(C(=NNc2nc3ccccc3[nH]2)C(=O)O)cc1. The result is 0 (inactive). (3) The molecule is CN(C)c1nc(N(C)C)n2c(-c3ccccc3[N+](=O)[O-])nnc2n1. The result is 0 (inactive). (4) The compound is CC(C)Oc1c(-c2ccc(F)cc2)c(O)c2c3c1oc(=O)n3C=CC2C. The result is 1 (active).